This data is from Peptide-MHC class II binding affinity with 134,281 pairs from IEDB. The task is: Regression. Given a peptide amino acid sequence and an MHC pseudo amino acid sequence, predict their binding affinity value. This is MHC class II binding data. (1) The peptide sequence is GELSIVDKIDAAFKI. The MHC is DRB1_1201 with pseudo-sequence DRB1_1201. The binding affinity (normalized) is 0.592. (2) The peptide sequence is APYHFDLSGHAFGAM. The MHC is HLA-DPA10201-DPB10501 with pseudo-sequence HLA-DPA10201-DPB10501. The binding affinity (normalized) is 0.173. (3) The peptide sequence is EKMFVSPTPGQRNPY. The MHC is DRB1_1302 with pseudo-sequence DRB1_1302. The binding affinity (normalized) is 0.209. (4) The peptide sequence is VCKHTYVDRGWGNGC. The MHC is DRB1_0901 with pseudo-sequence DRB1_0901. The binding affinity (normalized) is 0.123. (5) The peptide sequence is ISGLKPGVDYTITVY. The MHC is HLA-DPA10103-DPB10301 with pseudo-sequence HLA-DPA10103-DPB10301. The binding affinity (normalized) is 0.192.